From a dataset of Full USPTO retrosynthesis dataset with 1.9M reactions from patents (1976-2016). Predict the reactants needed to synthesize the given product. (1) Given the product [Br:1][C:2]1[C:3]([O:11][CH3:12])=[C:4]2[C:5]([CH:14]=[CH:15][NH:8]2)=[CH:6][CH:7]=1, predict the reactants needed to synthesize it. The reactants are: [Br:1][C:2]1[CH:7]=[CH:6][CH:5]=[C:4]([N+:8]([O-])=O)[C:3]=1[O:11][CH3:12].Br[C:14]1C(OC)=CC=C2[C:15]=1C=CN2. (2) Given the product [NH2:8][C:5]1[CH:6]=[CH:7][C:2]([C:13]#[N:14])=[CH:3][C:4]=1[C:9]([F:12])([F:11])[F:10], predict the reactants needed to synthesize it. The reactants are: I[C:2]1[CH:7]=[CH:6][C:5]([NH2:8])=[C:4]([C:9]([F:12])([F:11])[F:10])[CH:3]=1.[CH3:13][N:14](C=O)C. (3) Given the product [C:4]([O-:6])(=[O:5])[CH3:3].[Zn+2:1].[C:7]([O-:20])(=[O:19])[CH3:8].[C:7]([O-:20])(=[O:19])[CH2:8][CH2:9][CH2:10][CH2:11][CH2:12][CH2:13][CH2:14][CH2:15][CH2:16][CH2:17][CH3:18].[Zn+2:1].[C:7]([O-:20])(=[O:19])[CH2:8][CH2:9][CH2:10][CH2:11][CH2:12][CH2:13][CH2:14][CH2:15][CH2:16][CH2:17][CH3:18], predict the reactants needed to synthesize it. The reactants are: [Zn:1].N[CH2:3][C:4]([OH:6])=[O:5].[C:7]([OH:20])(=[O:19])[CH2:8][CH2:9][CH2:10][CH2:11][CH2:12][CH2:13][CH2:14][CH2:15][CH2:16][CH2:17][CH3:18].C([O-])(=O)C.[Zn+2].C([O-])(=O)C. (4) Given the product [CH2:1]([NH:8][C:9]1[CH:14]=[CH:13][N:12]=[C:11]([Cl:15])[C:10]=1[NH2:16])[C:2]1[CH:7]=[CH:6][CH:5]=[CH:4][CH:3]=1, predict the reactants needed to synthesize it. The reactants are: [CH2:1]([NH:8][C:9]1[CH:14]=[CH:13][N:12]=[C:11]([Cl:15])[C:10]=1[N+:16]([O-])=O)[C:2]1[CH:7]=[CH:6][CH:5]=[CH:4][CH:3]=1.C(NC1C([N+]([O-])=O)=CN=C(Cl)C=1)C1C=CC=CC=1.C([O-])=O.[NH4+]. (5) Given the product [CH3:1][O:2][C:3]([C:5]1[CH:14]=[C:13]([CH2:15][CH2:16][CH2:17][NH2:18])[C:12]2[C:7](=[C:8]([O:26][CH2:27][C:28]3[CH:33]=[CH:32][CH:31]=[CH:30][CH:29]=3)[CH:9]=[CH:10][CH:11]=2)[N:6]=1)=[O:4], predict the reactants needed to synthesize it. The reactants are: [CH3:1][O:2][C:3]([C:5]1[CH:14]=[C:13]([CH2:15][CH2:16][CH2:17][NH:18]C(OC(C)(C)C)=O)[C:12]2[C:7](=[C:8]([O:26][CH2:27][C:28]3[CH:33]=[CH:32][CH:31]=[CH:30][CH:29]=3)[CH:9]=[CH:10][CH:11]=2)[N:6]=1)=[O:4].FC(F)(F)C(O)=O. (6) Given the product [CH2:33]([C@H:7]1[C@@H:8]([C:10]2[N:15]3[C:16]4[CH:22]=[CH:21][N:20]([S:23]([C:26]5[CH:32]=[CH:31][C:29]([CH3:30])=[CH:28][CH:27]=5)(=[O:25])=[O:24])[C:17]=4[N:18]=[CH:19][C:14]3=[N:13][N:12]=2)[CH2:9][C@@H:5]([CH2:4][CH2:3][C:1]#[N:2])[CH2:6]1)[CH3:34], predict the reactants needed to synthesize it. The reactants are: [C:1]([CH2:3][CH2:4][C@@H:5]1[CH2:9][C@H:8]([C:10]([NH:12][NH:13][C:14]2[N:15]=[C:16]3[CH:22]=[CH:21][N:20]([S:23]([C:26]4[CH:32]=[CH:31][C:29]([CH3:30])=[CH:28][CH:27]=4)(=[O:25])=[O:24])[C:17]3=[N:18][CH:19]=2)=O)[C@H:7]([CH2:33][CH3:34])[CH2:6]1)#[N:2].S(Cl)(Cl)=O.O. (7) Given the product [C:1]([C:5]1[CH:6]=[C:7]([NH:40][S:41]([CH3:44])(=[O:43])=[O:42])[C:8]([O:38][CH3:39])=[C:9]([NH:11][C:12]([C:14]2[N:15]([CH3:37])[C:16]3[C:21]([CH:22]=2)=[CH:20][CH:19]=[CH:18][C:17]=3[CH2:23][N:24]2[CH2:29][CH2:28][CH:27]([C:30]([OH:32])=[O:31])[CH2:26][CH2:25]2)=[O:13])[CH:10]=1)([CH3:4])([CH3:2])[CH3:3], predict the reactants needed to synthesize it. The reactants are: [C:1]([C:5]1[CH:6]=[C:7]([NH:40][S:41]([CH3:44])(=[O:43])=[O:42])[C:8]([O:38][CH3:39])=[C:9]([NH:11][C:12]([C:14]2[N:15]([CH3:37])[C:16]3[C:21]([CH:22]=2)=[CH:20][CH:19]=[CH:18][C:17]=3[CH2:23][N:24]2[CH2:29][CH2:28][CH:27]([C:30]([O:32]C(C)(C)C)=[O:31])[CH2:26][CH2:25]2)=[O:13])[CH:10]=1)([CH3:4])([CH3:3])[CH3:2].Cl. (8) The reactants are: [OH:1][C:2]1[CH:3]=[C:4]([C:8]2[C:12]([CH3:13])=[C:11]([C:14]3[CH:19]=[CH:18][C:17]([OH:20])=[CH:16][CH:15]=3)[S:10][C:9]=2[CH:21]=[N:22]O)[CH:5]=[CH:6][CH:7]=1.Cl.[NH+]1C=CC=CC=1.C(OCC)(=O)C. Given the product [OH:1][C:2]1[CH:3]=[C:4]([C:8]2[C:12]([CH3:13])=[C:11]([C:14]3[CH:19]=[CH:18][C:17]([OH:20])=[CH:16][CH:15]=3)[S:10][C:9]=2[C:21]#[N:22])[CH:5]=[CH:6][CH:7]=1, predict the reactants needed to synthesize it. (9) Given the product [CH3:1][C:2]1[CH:3]=[C:4]([C:10]2[CH:15]=[CH:14][CH:13]=[CH:12][CH:11]=2)[CH:5]=[CH:6][C:7]=1[CH3:8], predict the reactants needed to synthesize it. The reactants are: [CH3:1][C:2]1[CH:3]=[C:4](Cl)[CH:5]=[CH:6][C:7]=1[CH3:8].[C:10]1(B(O)O)[CH:15]=[CH:14][CH:13]=[CH:12][CH:11]=1.C([O-])([O-])=O.[K+].[K+].